Task: Predict the product of the given reaction.. Dataset: Forward reaction prediction with 1.9M reactions from USPTO patents (1976-2016) (1) The product is: [CH3:13][O:14][C:15]1[CH:16]=[C:17]([CH:21]=[CH:22][CH:23]=1)[C:18]([N:3]1[C:4]2[C:9](=[CH:8][CH:7]=[CH:6][CH:5]=2)[CH:10]([OH:12])[CH2:11][CH:2]1[CH3:1])=[O:19]. Given the reactants [CH3:1][CH:2]1[CH2:11][CH:10]([OH:12])[C:9]2[C:4](=[CH:5][CH:6]=[CH:7][CH:8]=2)[NH:3]1.[CH3:13][O:14][C:15]1[CH:16]=[C:17]([CH:21]=[CH:22][CH:23]=1)[C:18](O)=[O:19], predict the reaction product. (2) The product is: [C:4]([C:3]1[CH:6]=[C:7]([O:10][CH2:11][CH:12]2[CH2:17][CH2:16][N:15]([CH2:18][C:19]([CH2:23][CH3:24])([F:22])[CH2:20][CH3:21])[CH2:14][CH2:13]2)[CH:8]=[CH:9][C:2]=1[C:32]1[CH:33]=[CH:34][C:29]([C:27]([O:26][CH3:25])=[O:28])=[CH:30][CH:31]=1)#[N:5]. Given the reactants Br[C:2]1[CH:9]=[CH:8][C:7]([O:10][CH2:11][CH:12]2[CH2:17][CH2:16][N:15]([CH2:18][C:19]([CH2:23][CH3:24])([F:22])[CH2:20][CH3:21])[CH2:14][CH2:13]2)=[CH:6][C:3]=1[C:4]#[N:5].[CH3:25][O:26][C:27]([C:29]1[CH:34]=[CH:33][C:32](B(O)O)=[CH:31][CH:30]=1)=[O:28].C([O-])([O-])=O.[Cs+].[Cs+], predict the reaction product. (3) Given the reactants C(Cl)(C(Cl)=O)=O.[C:7]([OH:34])(=O)[CH2:8][CH2:9][CH2:10][CH2:11][CH2:12][CH2:13][CH2:14][CH2:15][CH2:16][CH2:17][CH2:18][CH2:19][CH2:20][CH2:21][CH2:22][CH2:23][CH2:24][CH2:25][CH2:26][CH2:27][CH2:28][CH2:29][CH2:30][CH2:31][CH3:32].[NH2:35][C@@H:36]([C@@H:49]([OH:66])[C@@H:50]([OH:65])[CH2:51][CH2:52][CH2:53][CH2:54][CH2:55][CH2:56][CH2:57][CH2:58][CH2:59][CH2:60][CH2:61][CH2:62][CH2:63][CH3:64])[CH2:37][O:38][C@@H:39]1[CH2:45][CH2:44][CH2:43][C@H:42]([OH:46])[C@H:41]([OH:47])[C@H:40]1[OH:48], predict the reaction product. The product is: [OH:66][C@@H:49]([C@@H:50]([OH:65])[CH2:51][CH2:52][CH2:53][CH2:54][CH2:55][CH2:56][CH2:57][CH2:58][CH2:59][CH2:60][CH2:61][CH2:62][CH2:63][CH3:64])[C@H:36]([NH:35][C:7](=[O:34])[CH2:8][CH2:9][CH2:10][CH2:11][CH2:12][CH2:13][CH2:14][CH2:15][CH2:16][CH2:17][CH2:18][CH2:19][CH2:20][CH2:21][CH2:22][CH2:23][CH2:24][CH2:25][CH2:26][CH2:27][CH2:28][CH2:29][CH2:30][CH2:31][CH3:32])[CH2:37][O:38][C@H:39]1[CH2:45][CH2:44][CH2:43][C@H:42]([OH:46])[C@H:41]([OH:47])[C@H:40]1[OH:48]. (4) Given the reactants [NH2:1][C@H:2]1[CH2:7][CH2:6][C@H:5]([NH2:8])[CH2:4][CH2:3]1.[Cl:9][C:10]1[N:18]=[C:17]2[C:13]([N:14]=[CH:15][N:16]2[CH:19]2[CH2:23][CH2:22][CH2:21][CH2:20]2)=[C:12]([NH:24][C:25]2[CH:30]=[CH:29][C:28]([N:31]3[CH2:36][CH2:35][O:34][CH2:33][CH2:32]3)=[CH:27][CH:26]=2)[N:11]=1, predict the reaction product. The product is: [ClH:9].[ClH:9].[NH2:1][C@H:2]1[CH2:7][CH2:6][C@H:5]([NH:8][C:10]2[N:18]=[C:17]3[C:13]([N:14]=[CH:15][N:16]3[CH:19]3[CH2:20][CH2:21][CH2:22][CH2:23]3)=[C:12]([NH:24][C:25]3[CH:26]=[CH:27][C:28]([N:31]4[CH2:32][CH2:33][O:34][CH2:35][CH2:36]4)=[CH:29][CH:30]=3)[N:11]=2)[CH2:4][CH2:3]1.